Dataset: NCI-60 drug combinations with 297,098 pairs across 59 cell lines. Task: Regression. Given two drug SMILES strings and cell line genomic features, predict the synergy score measuring deviation from expected non-interaction effect. (1) Drug 1: C1=CC(=CC=C1CC(C(=O)O)N)N(CCCl)CCCl.Cl. Drug 2: B(C(CC(C)C)NC(=O)C(CC1=CC=CC=C1)NC(=O)C2=NC=CN=C2)(O)O. Cell line: MDA-MB-435. Synergy scores: CSS=-3.03, Synergy_ZIP=2.50, Synergy_Bliss=1.82, Synergy_Loewe=-2.93, Synergy_HSA=-4.00. (2) Drug 1: C1=CC(=CC=C1CCCC(=O)O)N(CCCl)CCCl. Drug 2: CC1=C(C(=CC=C1)Cl)NC(=O)C2=CN=C(S2)NC3=CC(=NC(=N3)C)N4CCN(CC4)CCO. Cell line: OVCAR-8. Synergy scores: CSS=30.9, Synergy_ZIP=-2.14, Synergy_Bliss=4.03, Synergy_Loewe=1.76, Synergy_HSA=5.76. (3) Drug 1: C1=NC2=C(N=C(N=C2N1C3C(C(C(O3)CO)O)O)F)N. Drug 2: CC1=C(C(=CC=C1)Cl)NC(=O)C2=CN=C(S2)NC3=CC(=NC(=N3)C)N4CCN(CC4)CCO. Cell line: SK-MEL-28. Synergy scores: CSS=4.21, Synergy_ZIP=-0.0843, Synergy_Bliss=2.49, Synergy_Loewe=-3.84, Synergy_HSA=-5.08. (4) Drug 1: CC12CCC3C(C1CCC2O)C(CC4=C3C=CC(=C4)O)CCCCCCCCCS(=O)CCCC(C(F)(F)F)(F)F. Drug 2: CC1=C2C(C(=O)C3(C(CC4C(C3C(C(C2(C)C)(CC1OC(=O)C(C(C5=CC=CC=C5)NC(=O)OC(C)(C)C)O)O)OC(=O)C6=CC=CC=C6)(CO4)OC(=O)C)O)C)O. Cell line: MDA-MB-435. Synergy scores: CSS=20.2, Synergy_ZIP=19.0, Synergy_Bliss=23.8, Synergy_Loewe=21.1, Synergy_HSA=21.4.